This data is from Forward reaction prediction with 1.9M reactions from USPTO patents (1976-2016). The task is: Predict the product of the given reaction. (1) The product is: [ClH:12].[CH2:10]([O:11][C:1](=[NH:2])[CH2:3][C:4]([O:6][CH2:7][CH3:8])=[O:5])[CH3:9]. Given the reactants [C:1]([CH2:3][C:4]([O:6][CH2:7][CH3:8])=[O:5])#[N:2].[CH3:9][CH2:10][OH:11].[ClH:12], predict the reaction product. (2) Given the reactants [ClH:1].[CH3:2][O:3][C:4]1[CH:5]=[C:6]2[C:10](=[CH:11][CH:12]=1)[NH:9][N:8]=[C:7]2[C:13]([NH:15][CH2:16][CH:17]1[CH2:22][CH2:21][N:20](C(OC(C)(C)C)=O)[CH2:19][CH2:18]1)=[O:14], predict the reaction product. The product is: [ClH:1].[CH3:2][O:3][C:4]1[CH:5]=[C:6]2[C:10](=[CH:11][CH:12]=1)[NH:9][N:8]=[C:7]2[C:13]([NH:15][CH2:16][CH:17]1[CH2:22][CH2:21][NH:20][CH2:19][CH2:18]1)=[O:14]. (3) Given the reactants [Cl:1][C:2]1[CH:3]=[C:4]([C:8]2[N:13]=[C:12]([C:14]([OH:16])=O)[CH:11]=[CH:10][C:9]=2[CH:17]2[CH2:21][CH2:20][CH2:19][O:18]2)[CH:5]=[CH:6][CH:7]=1.[CH3:22][C:23]([CH3:30])([C:25]1[S:26][CH:27]=[CH:28][N:29]=1)[NH2:24], predict the reaction product. The product is: [CH3:22][C:23]([NH:24][C:14]([C:12]1[CH:11]=[CH:10][C:9]([CH:17]2[CH2:21][CH2:20][CH2:19][O:18]2)=[C:8]([C:4]2[CH:5]=[CH:6][CH:7]=[C:2]([Cl:1])[CH:3]=2)[N:13]=1)=[O:16])([C:25]1[S:26][CH:27]=[CH:28][N:29]=1)[CH3:30]. (4) Given the reactants [OH-].[Na+].[CH2:3]([O:14][C:15]1[CH:16]=[C:17]([CH:22]=[CH:23][CH:24]=1)[C:18]([O:20]C)=[O:19])[CH2:4][CH2:5][C:6]#[C:7][CH2:8][CH2:9][CH2:10][CH2:11][CH2:12][CH3:13], predict the reaction product. The product is: [CH2:3]([O:14][C:15]1[CH:16]=[C:17]([CH:22]=[CH:23][CH:24]=1)[C:18]([OH:20])=[O:19])[CH2:4][CH2:5][C:6]#[C:7][CH2:8][CH2:9][CH2:10][CH2:11][CH2:12][CH3:13]. (5) The product is: [OH:12][C:8]1[C:7]([OH:13])=[CH:6][C:3]([C:4]#[N:5])=[C:2]([C:19]2[CH:20]=[CH:21][C:16]([O:15][CH3:14])=[CH:17][CH:18]=2)[C:9]=1[C:10]#[N:11]. Given the reactants Br[C:2]1[C:9]([C:10]#[N:11])=[C:8]([OH:12])[C:7]([OH:13])=[CH:6][C:3]=1[C:4]#[N:5].[CH3:14][O:15][C:16]1[CH:21]=[CH:20][C:19](B(O)O)=[CH:18][CH:17]=1.C1CCN2C(=NCCC2)CC1, predict the reaction product. (6) The product is: [Br:1][C:2]1[N:7]=[C:6]([C@:8]2([CH3:16])[C:9]([F:14])([F:15])[C:10]([CH3:11])([CH3:12])[O:13][C:26]([NH2:25])=[N:17]2)[C:5]([F:24])=[CH:4][CH:3]=1. Given the reactants [Br:1][C:2]1[N:7]=[C:6]([C@:8]([NH:17][S@@](C(C)(C)C)=O)([CH3:16])[C:9]([F:15])([F:14])[C:10]([OH:13])([CH3:12])[CH3:11])[C:5]([F:24])=[CH:4][CH:3]=1.[N:25]#[C:26]Br, predict the reaction product. (7) Given the reactants [Cl:1][C:2]1[C:3]2[S:20][C:19]([O:21]C)=[N:18][C:4]=2[N:5]=[C:6]([S:8][CH2:9][C:10]2[CH:15]=[CH:14][CH:13]=[C:12]([F:16])[C:11]=2[F:17])[N:7]=1.Cl.O, predict the reaction product. The product is: [Cl:1][C:2]1[C:3]2[S:20][C:19](=[O:21])[NH:18][C:4]=2[N:5]=[C:6]([S:8][CH2:9][C:10]2[CH:15]=[CH:14][CH:13]=[C:12]([F:16])[C:11]=2[F:17])[N:7]=1. (8) The product is: [CH:32]1([CH2:31][O:30][C:22]2[CH:23]=[CH:24][C:25]([CH:27]([F:29])[F:28])=[CH:26][C:21]=2[C:20]2[C:15]3[NH:14][C:13]([CH3:35])=[C:12]([C:10]([NH:9][C@H:6]4[CH2:7][CH2:8][C@H:3]([NH:2][C:36](=[O:39])[CH2:37][CH3:38])[CH2:4][CH2:5]4)=[O:11])[C:16]=3[N:17]=[CH:18][N:19]=2)[CH2:34][CH2:33]1. Given the reactants Cl.[NH2:2][C@H:3]1[CH2:8][CH2:7][C@H:6]([NH:9][C:10]([C:12]2[C:16]3[N:17]=[CH:18][N:19]=[C:20]([C:21]4[CH:26]=[C:25]([CH:27]([F:29])[F:28])[CH:24]=[CH:23][C:22]=4[O:30][CH2:31][CH:32]4[CH2:34][CH2:33]4)[C:15]=3[NH:14][C:13]=2[CH3:35])=[O:11])[CH2:5][CH2:4]1.[C:36](Cl)(=[O:39])[CH2:37][CH3:38], predict the reaction product. (9) Given the reactants [NH2:1][C:2]1[CH:3]=[C:4]([CH:7]=[CH:8][N:9]=1)[C:5]#[N:6].C1C(=O)N([I:17])C(=O)C1, predict the reaction product. The product is: [NH2:1][C:2]1[CH:3]=[C:4]([C:7]([I:17])=[CH:8][N:9]=1)[C:5]#[N:6].